This data is from Catalyst prediction with 721,799 reactions and 888 catalyst types from USPTO. The task is: Predict which catalyst facilitates the given reaction. (1) Reactant: [CH:1]1([C:4]([C:6]2[CH:11]=[CH:10][CH:9]=[CH:8][N:7]=2)=O)[CH2:3][CH2:2]1.[CH3:12][N:13]1[C:17]2[CH:18]=[CH:19][CH:20]=[CH:21][C:16]=2[N:15]=[C:14]1[NH:22][NH2:23]. Product: [CH3:12][N:13]1[C:17]2[CH:18]=[CH:19][CH:20]=[CH:21][C:16]=2[N:15]=[C:14]1[NH:22]/[N:23]=[C:4](/[CH:1]1[CH2:3][CH2:2]1)\[C:6]1[CH:11]=[CH:10][CH:9]=[CH:8][N:7]=1. The catalyst class is: 130. (2) Reactant: [CH2:1]([O:3][C:4]([C:6]1[C:15](=[O:16])[C:14]2[C:9](=[C:10]([F:18])[CH:11]=[C:12]([I:17])[CH:13]=2)[NH:8][CH:7]=1)=[O:5])[CH3:2].[I-].[Na+].C(=O)([O-])[O-].[Na+].[Na+].Br[CH2:28][CH2:29][CH2:30][OH:31]. Product: [CH2:1]([O:3][C:4]([C:6]1[C:15](=[O:16])[C:14]2[C:9](=[C:10]([F:18])[CH:11]=[C:12]([I:17])[CH:13]=2)[N:8]([CH2:28][CH2:29][CH2:30][OH:31])[CH:7]=1)=[O:5])[CH3:2]. The catalyst class is: 3. (3) Reactant: [N+:1]([C:4]1[CH:5]=[CH:6][C:7]2[N:8]([CH:10]=[C:11]([C:13]([OH:15])=O)[N:12]=2)[CH:9]=1)([O-:3])=[O:2].[NH2:16][C@@H:17]([CH3:34])[CH2:18][N:19]1[CH:23]=[CH:22][C:21]([C:24]2[CH:31]=[C:30]([F:32])[C:27]([C:28]#[N:29])=[C:26]([Cl:33])[CH:25]=2)=[N:20]1.CN(C(ON1N=NC2C=CC=CC1=2)=[N+](C)C)C.F[P-](F)(F)(F)(F)F. Product: [Cl:33][C:26]1[CH:25]=[C:24]([C:21]2[CH:22]=[CH:23][N:19]([CH2:18][C@@H:17]([NH:16][C:13]([C:11]3[N:12]=[C:7]4[CH:6]=[CH:5][C:4]([N+:1]([O-:3])=[O:2])=[CH:9][N:8]4[CH:10]=3)=[O:15])[CH3:34])[N:20]=2)[CH:31]=[C:30]([F:32])[C:27]=1[C:28]#[N:29]. The catalyst class is: 3. (4) Reactant: [CH3:1][O:2][C:3]1[CH:4]=[C:5]2[C:10](=[CH:11][C:12]=1[O:13][CH3:14])[N:9]=[C:8]([NH:15][C@H:16]1[CH2:21][CH2:20][C@H:19](O)[CH2:18][CH2:17]1)[CH:7]=[N:6]2.C1(P(C2C=CC=CC=2)C2C=CC=CC=2)C=CC=CC=1.N(C(OCC)=O)=NC(OCC)=O.[N+](C1C=CC(C(O)=O)=CC=1)([O-])=O. Product: [CH:16]1([NH:15][C:8]2[CH:7]=[N:6][C:5]3[C:10](=[CH:11][C:12]([O:13][CH3:14])=[C:3]([O:2][CH3:1])[CH:4]=3)[N:9]=2)[CH2:21][CH2:20][CH:19]=[CH:18][CH2:17]1. The catalyst class is: 1.